This data is from Forward reaction prediction with 1.9M reactions from USPTO patents (1976-2016). The task is: Predict the product of the given reaction. (1) Given the reactants [C:1]([O:5][C:6]([NH:8][C@H:9]1[CH2:27][C:26]2[CH:28]=[C:22]([CH:23]=[CH:24][C:25]=2[OH:29])[C:21]2=[CH:30][C:17](=[CH:18][CH:19]=[CH:20]2)[CH2:16][C@@H:15]([C:31](O)=[O:32])[NH:14][C:13](=[O:34])[C@H:12]([CH2:35][CH2:36][CH2:37][NH:38][C:39]([O:41][C:42]([CH3:45])([CH3:44])[CH3:43])=[O:40])[NH:11][C:10]1=[O:46])=[O:7])([CH3:4])([CH3:3])[CH3:2].[NH2:47][C@H:48]([C:60]([NH:62][CH2:63][C@@H:64]([NH:76][C:77]([O:79][C:80]([CH3:83])([CH3:82])[CH3:81])=[O:78])[CH2:65][CH2:66][CH2:67][NH:68][C:69]([O:71][C:72]([CH3:75])([CH3:74])[CH3:73])=[O:70])=[O:61])[CH2:49][CH2:50][CH2:51][NH:52][C:53](=[O:59])[O:54][C:55]([CH3:58])([CH3:57])[CH3:56].C(Cl)CCl.C1C=CC2N(O)N=NC=2C=1, predict the reaction product. The product is: [C:80]([O:79][C:77]([NH:76][C@@H:64]([CH2:65][CH2:66][CH2:67][NH:68][C:69]([O:71][C:72]([CH3:73])([CH3:74])[CH3:75])=[O:70])[CH2:63][NH:62][C:60](=[O:61])[C@@H:48]([NH:47][C:31]([C@H:15]1[NH:14][C:13](=[O:34])[C@H:12]([CH2:35][CH2:36][CH2:37][NH:38][C:39]([O:41][C:42]([CH3:45])([CH3:44])[CH3:43])=[O:40])[NH:11][C:10](=[O:46])[C@@H:9]([NH:8][C:6]([O:5][C:1]([CH3:4])([CH3:3])[CH3:2])=[O:7])[CH2:27][C:26]2[CH:28]=[C:22]([CH:23]=[CH:24][C:25]=2[OH:29])[C:21]2=[CH:30][C:17](=[CH:18][CH:19]=[CH:20]2)[CH2:16]1)=[O:32])[CH2:49][CH2:50][CH2:51][NH:52][C:53](=[O:59])[O:54][C:55]([CH3:58])([CH3:57])[CH3:56])=[O:78])([CH3:83])([CH3:82])[CH3:81]. (2) Given the reactants [CH3:1][C:2]([C:4]1[CH:5]=[CH:6][CH:7]=[C:8]([OH:10])[CH:9]=1)=[O:3].Br[CH2:12][CH2:13][CH2:14][CH2:15][CH2:16][CH3:17].C(=O)([O-])[O-].[K+].[K+], predict the reaction product. The product is: [CH2:12]([O:10][C:8]1[CH:9]=[C:4]([C:2](=[O:3])[CH3:1])[CH:5]=[CH:6][CH:7]=1)[CH2:13][CH2:14][CH2:15][CH2:16][CH3:17]. (3) Given the reactants [Cl:1][C:2]1[C:7]2=[N:8][CH:9]=[C:10]([O:12][CH2:13][C:14]3OC=[CH:17][N:18]=3)[N:11]=[C:6]2[CH:5]=[CH:4][N:3]=1.ClC1N=C2C=CN=C(Cl)C2=NC=1.[CH3:31][C:32]1[O:36]C=NC=1CO, predict the reaction product. The product is: [Cl:1][C:2]1[C:7]2=[N:8][CH:9]=[C:10]([O:12][CH2:13][C:14]3[N:18]=[CH:17][O:36][C:32]=3[CH3:31])[N:11]=[C:6]2[CH:5]=[CH:4][N:3]=1.